From a dataset of Forward reaction prediction with 1.9M reactions from USPTO patents (1976-2016). Predict the product of the given reaction. (1) The product is: [F:28][C:10]1[CH:11]=[C:12]([C:16]2[C:17]([C:22]3[CH:27]=[CH:26][CH:25]=[CH:24][CH:23]=3)=[N:18][O:19][C:20]=2[CH3:21])[CH:13]=[C:14]([F:15])[C:9]=1[S:6]([NH2:31])(=[O:8])=[O:7]. Given the reactants C(OC[S:6]([C:9]1[C:14]([F:15])=[CH:13][C:12]([C:16]2[C:17]([C:22]3[CH:27]=[CH:26][CH:25]=[CH:24][CH:23]=3)=[N:18][O:19][C:20]=2[CH3:21])=[CH:11][C:10]=1[F:28])(=[O:8])=[O:7])(=O)C.[OH-].[Li+].[NH:31](S(O)(=O)=O)O, predict the reaction product. (2) Given the reactants [OH:1][C@@:2]1([C:9]#[C:10][C:11]2[CH:12]=[C:13]([N:17]3[C:21]4[N:22]=[C:23]([CH3:25])[S:24][C:20]=4[C:19]([C:26]([O:28]CC)=O)=[N:18]3)[CH:14]=[CH:15][CH:16]=2)[CH2:6][CH2:5][N:4]([CH3:7])[C:3]1=[O:8].[NH3:31], predict the reaction product. The product is: [OH:1][C@@:2]1([C:9]#[C:10][C:11]2[CH:12]=[C:13]([N:17]3[C:21]4[N:22]=[C:23]([CH3:25])[S:24][C:20]=4[C:19]([C:26]([NH2:31])=[O:28])=[N:18]3)[CH:14]=[CH:15][CH:16]=2)[CH2:6][CH2:5][N:4]([CH3:7])[C:3]1=[O:8]. (3) Given the reactants [C:1]([N:4]([C:33]1[CH:38]=[CH:37][C:36](Cl)=[CH:35][CH:34]=1)[CH:5]1[C:14]2[C:9](=[CH:10][CH:11]=[CH:12][CH:13]=2)[N:8]([C:15]([C:17]2[CH:31]=[CH:30][C:20]([O:21][CH2:22][CH2:23][C:24]([CH3:29])([CH3:28])[C:25]([OH:27])=[O:26])=[CH:19][CH:18]=2)=[O:16])[CH:7]([CH3:32])[CH2:6]1)(=[O:3])[CH3:2], predict the reaction product. The product is: [C:1]([N:4]([C:33]1[CH:34]=[CH:35][CH:36]=[CH:37][CH:38]=1)[C@H:5]1[C:14]2[C:9](=[CH:10][CH:11]=[CH:12][CH:13]=2)[N:8]([C:15]([C:17]2[CH:31]=[CH:30][C:20]([O:21][CH2:22][CH2:23][C:24]([CH3:29])([CH3:28])[C:25]([OH:27])=[O:26])=[CH:19][CH:18]=2)=[O:16])[C@@H:7]([CH3:32])[CH2:6]1)(=[O:3])[CH3:2]. (4) Given the reactants [NH2:1][C:2]1[CH:3]=[C:4]([C:10]2[O:11][C:12]3[CH:18]=[CH:17][C:16]([Br:19])=[CH:15][C:13]=3[N:14]=2)[CH:5]=[CH:6][C:7]=1[O:8][CH3:9].[CH:20]1[C:25]([C:26]([OH:28])=[O:27])=[CH:24][C:23]2[C:29]([O:31][C:32](=O)[C:22]=2[CH:21]=1)=[O:30], predict the reaction product. The product is: [Br:19][C:16]1[CH:17]=[CH:18][C:12]2[O:11][C:10]([C:4]3[CH:5]=[CH:6][C:7]([O:8][CH3:9])=[C:2]([N:1]4[C:29](=[O:30])[C:23]5[C:22](=[CH:21][CH:20]=[C:25]([C:26]([OH:28])=[O:27])[CH:24]=5)[C:32]4=[O:31])[CH:3]=3)=[N:14][C:13]=2[CH:15]=1.